Dataset: Forward reaction prediction with 1.9M reactions from USPTO patents (1976-2016). Task: Predict the product of the given reaction. (1) The product is: [CH3:1][C:2]1([CH3:38])[CH2:11][CH2:10][C:9]2[C:4](=[CH:5][CH:6]=[C:7]([C:12](=[O:37])[CH:13]([F:39])[C:14]3[CH:19]=[C:18]([O:20][CH3:21])[C:17]([O:22][CH3:23])=[C:16]([O:24][CH3:25])[CH:15]=3)[CH:8]=2)[O:3]1. Given the reactants [CH3:1][C:2]1([CH3:38])[CH2:11][CH2:10][C:9]2[C:4](=[CH:5][CH:6]=[C:7]([C:12](=[O:37])[CH:13](OS(C3C=CC(C)=CC=3)(=O)=O)[C:14]3[CH:19]=[C:18]([O:20][CH3:21])[C:17]([O:22][CH3:23])=[C:16]([O:24][CH3:25])[CH:15]=3)[CH:8]=2)[O:3]1.[F-:39].[K+], predict the reaction product. (2) Given the reactants [F:1][C:2]1[CH:7]=[CH:6][C:5]([CH:8]([N:12]2[CH2:17][CH2:16][CH2:15][CH2:14][CH2:13]2)[C:9]([OH:11])=O)=[CH:4][CH:3]=1.[CH3:18][NH:19][C@H:20]1[CH2:39][N:24]2[C:25]3[C:30]([C:31]([CH2:32][C:33]([O:35]CCC)=[O:34])=[C:23]2[CH2:22][CH2:21]1)=[CH:29][CH:28]=[CH:27][CH:26]=3, predict the reaction product. The product is: [F:1][C:2]1[CH:3]=[CH:4][C:5]([CH:8]([N:12]2[CH2:17][CH2:16][CH2:15][CH2:14][CH2:13]2)[C:9]([N:19]([CH3:18])[C@H:20]2[CH2:39][N:24]3[C:25]4[C:30]([C:31]([CH2:32][C:33]([OH:35])=[O:34])=[C:23]3[CH2:22][CH2:21]2)=[CH:29][CH:28]=[CH:27][CH:26]=4)=[O:11])=[CH:6][CH:7]=1. (3) Given the reactants [Cl:1][C:2]1[CH:7]=[CH:6][C:5]([S:8]([N:11]([CH2:21][C:22]2[CH:31]=[CH:30][C:25]([C:26]([O:28]C)=[O:27])=[CH:24][CH:23]=2)[C@H:12]([C:15]2[CH:20]=[CH:19][CH:18]=[CH:17][CH:16]=2)[CH2:13][CH3:14])(=[O:10])=[O:9])=[CH:4][CH:3]=1.O.[OH-].[Li+].O, predict the reaction product. The product is: [Cl:1][C:2]1[CH:3]=[CH:4][C:5]([S:8]([N:11]([CH2:21][C:22]2[CH:23]=[CH:24][C:25]([C:26]([OH:28])=[O:27])=[CH:30][CH:31]=2)[C@H:12]([C:15]2[CH:20]=[CH:19][CH:18]=[CH:17][CH:16]=2)[CH2:13][CH3:14])(=[O:9])=[O:10])=[CH:6][CH:7]=1. (4) Given the reactants [CH3:1][N:2]([CH:10]1[CH2:15][CH2:14][CH:13]([C:16]#[N:17])[CH2:12][CH2:11]1)[C:3](=[O:9])OC(C)(C)C.FC(F)(F)C(O)=O.[N:25]1[O:26][N:27]=[C:28]2[CH:33]=[C:32](C(Cl)=O)[CH:31]=[CH:30][C:29]=12, predict the reaction product. The product is: [C:16]([C@@H:13]1[CH2:12][CH2:11][C@H:10]([N:2]([CH3:1])[C:3]([C:32]2[CH:31]=[CH:30][C:29]3=[N:25][O:26][N:27]=[C:28]3[CH:33]=2)=[O:9])[CH2:15][CH2:14]1)#[N:17]. (5) Given the reactants [CH3:1][S:2][CH2:3][CH2:4][CH2:5][OH:6].[C:7]([C:9]1[CH:10]=[C:11]([C:16]2[CH:17]=[C:18]([CH:23]=[CH:24][N:25]=2)[C:19]([O:21][CH3:22])=[O:20])[CH:12]=[CH:13][C:14]=1O)#[N:8].C(P(CCCC)CCCC)CCC.N(C(N1CCCCC1)=O)=NC(N1CCCCC1)=O, predict the reaction product. The product is: [C:7]([C:9]1[CH:10]=[C:11]([C:16]2[CH:17]=[C:18]([CH:23]=[CH:24][N:25]=2)[C:19]([O:21][CH3:22])=[O:20])[CH:12]=[CH:13][C:14]=1[O:6][CH2:5][CH2:4][CH2:3][S:2][CH3:1])#[N:8].